Dataset: NCI-60 drug combinations with 297,098 pairs across 59 cell lines. Task: Regression. Given two drug SMILES strings and cell line genomic features, predict the synergy score measuring deviation from expected non-interaction effect. (1) Drug 1: CCC1=C2CN3C(=CC4=C(C3=O)COC(=O)C4(CC)O)C2=NC5=C1C=C(C=C5)O. Drug 2: C(CN)CNCCSP(=O)(O)O. Cell line: TK-10. Synergy scores: CSS=23.7, Synergy_ZIP=-5.22, Synergy_Bliss=2.51, Synergy_Loewe=-87.4, Synergy_HSA=0.544. (2) Drug 1: C1CCN(CC1)CCOC2=CC=C(C=C2)C(=O)C3=C(SC4=C3C=CC(=C4)O)C5=CC=C(C=C5)O. Drug 2: CC1CCC2CC(C(=CC=CC=CC(CC(C(=O)C(C(C(=CC(C(=O)CC(OC(=O)C3CCCCN3C(=O)C(=O)C1(O2)O)C(C)CC4CCC(C(C4)OC)O)C)C)O)OC)C)C)C)OC. Cell line: SF-295. Synergy scores: CSS=33.6, Synergy_ZIP=1.29, Synergy_Bliss=0.772, Synergy_Loewe=-14.7, Synergy_HSA=-0.0749.